From a dataset of Catalyst prediction with 721,799 reactions and 888 catalyst types from USPTO. Predict which catalyst facilitates the given reaction. (1) Reactant: [C:1]([C:3]1[CH:8]=[CH:7][N:6]=[CH:5][C:4]=1[CH3:9])#[CH:2].[O:10](C)[S:11]([C:14]([F:17])([F:16])[F:15])(=[O:13])=[O:12].[CH3:19]COCC. Product: [F:15][C:14]([F:17])([F:16])[S:11]([O-:13])(=[O:12])=[O:10].[C:1]([C:3]1[CH:8]=[CH:7][N+:6]([CH3:19])=[CH:5][C:4]=1[CH3:9])#[CH:2]. The catalyst class is: 2. (2) Reactant: [CH3:1][C:2]([C:4]1[CH:5]=[CH:6][C:7]([OH:10])=[CH:8][CH:9]=1)=[O:3].Cl[CH2:12][CH2:13][O:14][CH2:15][CH2:16][O:17][CH2:18][CH2:19][OH:20].C([O-])([O-])=O.[K+].[K+].O. Product: [OH:20][CH2:19][CH2:18][O:17][CH2:16][CH2:15][O:14][CH2:13][CH2:12][O:10][C:7]1[CH:8]=[CH:9][C:4]([C:2](=[O:3])[CH3:1])=[CH:5][CH:6]=1. The catalyst class is: 3. (3) Reactant: [H-].[Al+3].[Li+].[H-].[H-].[H-].C([O:9][C:10](=O)[CH2:11][N:12]1[C@H:21]2[C@@H:16]([CH2:17][CH2:18][CH2:19][CH2:20]2)[NH:15][C:14](=O)[CH2:13]1)C.O.O.O.O.O.O.O.O.O.O.S([O-])([O-])(=O)=O.[Na+].[Na+]. Product: [N:12]1([CH2:11][CH2:10][OH:9])[C@H:21]2[C@@H:16]([CH2:17][CH2:18][CH2:19][CH2:20]2)[NH:15][CH2:14][CH2:13]1. The catalyst class is: 12. (4) Reactant: [Cl-].O[NH3+:3].[C:4](=[O:7])([O-])[OH:5].[Na+].CS(C)=O.[CH2:13]([C:17]1[N:18]=[C:19]([CH3:56])[N:20]([C:39]2[CH:44]=[CH:43][CH:42]=[C:41]([O:45][CH2:46][CH2:47][O:48][Si:49]([C:52]([CH3:55])([CH3:54])[CH3:53])([CH3:51])[CH3:50])[CH:40]=2)[C:21](=[O:38])[C:22]=1[CH2:23][C:24]1[CH:29]=[CH:28][C:27]([C:30]2[C:31]([C:36]#[N:37])=[CH:32][CH:33]=[CH:34][CH:35]=2)=[CH:26][CH:25]=1)[CH2:14][CH2:15][CH3:16]. Product: [CH2:13]([C:17]1[N:18]=[C:19]([CH3:56])[N:20]([C:39]2[CH:44]=[CH:43][CH:42]=[C:41]([O:45][CH2:46][CH2:47][O:48][Si:49]([C:52]([CH3:55])([CH3:54])[CH3:53])([CH3:50])[CH3:51])[CH:40]=2)[C:21](=[O:38])[C:22]=1[CH2:23][C:24]1[CH:25]=[CH:26][C:27]([C:30]2[CH:35]=[CH:34][CH:33]=[CH:32][C:31]=2[C:36]2[NH:3][C:4](=[O:7])[O:5][N:37]=2)=[CH:28][CH:29]=1)[CH2:14][CH2:15][CH3:16]. The catalyst class is: 69. (5) Reactant: [Cl:1][C:2]1[CH:7]=[CH:6][C:5]([C@H:8]2[C@H:13]([OH:14])[C@@H:12]([OH:15])[C@H:11]([OH:16])[C@@H:10]([CH2:17][OH:18])[O:9]2)=[CH:4][C:3]=1[CH2:19][C:20]1[S:21][C:22]([C:25]2[O:26][CH:27]=[CH:28][CH:29]=2)=[CH:23][N:24]=1.[NH:30]([C:39]([O:41][C:42]([CH3:45])([CH3:44])[CH3:43])=[O:40])[C@H:31]([C:36](O)=[O:37])[C@H:32]([CH2:34][CH3:35])[CH3:33].CCN=C=NCCCN(C)C.Cl. Product: [C:42]([O:41][C:39]([NH:30][C@@H:31]([C@@H:32]([CH3:33])[CH2:34][CH3:35])[C:36]([O:18][CH2:17][C@@H:10]1[C@@H:11]([OH:16])[C@H:12]([OH:15])[C@@H:13]([OH:14])[C@H:8]([C:5]2[CH:6]=[CH:7][C:2]([Cl:1])=[C:3]([CH2:19][C:20]3[S:21][C:22]([C:25]4[O:26][CH:27]=[CH:28][CH:29]=4)=[CH:23][N:24]=3)[CH:4]=2)[O:9]1)=[O:37])=[O:40])([CH3:45])([CH3:44])[CH3:43]. The catalyst class is: 241. (6) The catalyst class is: 1. Reactant: [CH2:1]([N:11]1[CH2:16][CH2:15][N:14]([C:17](=[O:36])[CH2:18][CH2:19][C:20]2[CH:35]=[CH:34][C:23]([O:24][C:25]3[CH:33]=[CH:32][C:28]([C:29]([OH:31])=O)=[CH:27][N:26]=3)=[CH:22][CH:21]=2)[CH2:13][CH2:12]1)[C:2]1[CH:10]=[CH:9][C:8]2[O:7][CH2:6][O:5][C:4]=2[CH:3]=1.[Cl:37][C:38]1[CH:39]=[C:40]([CH:42]=[CH:43][C:44]=1[Cl:45])[NH2:41]. Product: [CH2:1]([N:11]1[CH2:12][CH2:13][N:14]([C:17](=[O:36])[CH2:18][CH2:19][C:20]2[CH:35]=[CH:34][C:23]([O:24][C:25]3[CH:33]=[CH:32][C:28]([C:29]([NH:41][C:40]4[CH:42]=[CH:43][C:44]([Cl:45])=[C:38]([Cl:37])[CH:39]=4)=[O:31])=[CH:27][N:26]=3)=[CH:22][CH:21]=2)[CH2:15][CH2:16]1)[C:2]1[CH:10]=[CH:9][C:8]2[O:7][CH2:6][O:5][C:4]=2[CH:3]=1. (7) Reactant: [Cl:1][C:2]1[N:10]=[C:9]2[C:5]([N:6]=[C:7]([C:17]([OH:21])([CH2:19][CH3:20])[CH3:18])[N:8]2C2CCCCO2)=[C:4]([N:22]2[CH2:27][CH2:26][O:25][CH2:24][CH2:23]2)[N:3]=1.C1(C)C=CC(S(O)(=O)=O)=CC=1. Product: [Cl:1][C:2]1[N:10]=[C:9]2[C:5]([N:6]=[C:7]([C:17]([OH:21])([CH2:19][CH3:20])[CH3:18])[NH:8]2)=[C:4]([N:22]2[CH2:27][CH2:26][O:25][CH2:24][CH2:23]2)[N:3]=1. The catalyst class is: 5.